From a dataset of Forward reaction prediction with 1.9M reactions from USPTO patents (1976-2016). Predict the product of the given reaction. (1) Given the reactants [Cl:1][C:2]1[CH:10]=[C:9]([Cl:11])[CH:8]=[CH:7][C:3]=1[C:4](Cl)=[O:5].C(N(C(C)C)CC)(C)C.[F:21][C:22]([F:31])([F:30])[C:23]1[CH:28]=[CH:27][C:26]([NH2:29])=[CH:25][CH:24]=1, predict the reaction product. The product is: [Cl:1][C:2]1[CH:10]=[C:9]([Cl:11])[CH:8]=[CH:7][C:3]=1[C:4]([NH:29][C:26]1[CH:27]=[CH:28][C:23]([C:22]([F:21])([F:30])[F:31])=[CH:24][CH:25]=1)=[O:5]. (2) Given the reactants [C:1]([C:3]1[CH:4]=[C:5]([C:12]2[O:16][N:15]=[C:14]([C:17]3[CH:34]=[CH:33][C:20]4[CH2:21][CH2:22][N:23](C(OC(C)(C)C)=O)[CH2:24][CH2:25][C:19]=4[CH:18]=3)[N:13]=2)[CH:6]=[N:7][C:8]=1[O:9][CH2:10][CH3:11])#[N:2].FC(F)(F)C(O)=O, predict the reaction product. The product is: [CH2:10]([O:9][C:8]1[C:3]([C:1]#[N:2])=[CH:4][C:5]([C:12]2[O:16][N:15]=[C:14]([C:17]3[CH:34]=[CH:33][C:20]4[CH2:21][CH2:22][NH:23][CH2:24][CH2:25][C:19]=4[CH:18]=3)[N:13]=2)=[CH:6][N:7]=1)[CH3:11]. (3) Given the reactants [S:1]([N:11]1[C:15]2=[N:16][CH:17]=[C:18](C=O)[N:19]=[C:14]2[CH:13]=[CH:12]1)([C:4]1[CH:10]=[CH:9][C:7]([CH3:8])=[CH:6][CH:5]=1)(=[O:3])=[O:2].NO.CC(O)=O.[C:28]([O:32][C:33]([NH:35][C:36]12[CH2:43][CH2:42][C:39]([C:44]([OH:46])=O)([CH2:40][CH2:41]1)[CH2:38][CH2:37]2)=[O:34])([CH3:31])([CH3:30])[CH3:29].[CH3:47][N:48](C(ON1N=NC2C=CC=NC1=2)=[N+](C)C)C.F[P-](F)(F)(F)(F)F, predict the reaction product. The product is: [C:28]([O:32][C:33](=[O:34])[NH:35][C:36]12[CH2:43][CH2:42][C:39]([C:44](=[O:46])[NH:48][CH2:47][C:18]3[N:19]=[C:14]4[CH:13]=[CH:12][N:11]([S:1]([C:4]5[CH:5]=[CH:6][C:7]([CH3:8])=[CH:9][CH:10]=5)(=[O:3])=[O:2])[C:15]4=[N:16][CH:17]=3)([CH2:40][CH2:41]1)[CH2:38][CH2:37]2)([CH3:31])([CH3:30])[CH3:29]. (4) Given the reactants CCC(C)[BH-](C(C)CC)C(C)CC.[Li+].Br[CH2:16][C:17]1[N:21]([C:22]2[C:27]([Cl:28])=[CH:26][C:25]([C:29]([F:32])([F:31])[F:30])=[CH:24][C:23]=2[Cl:33])[N:20]=[C:19]([C:34]#[N:35])[C:18]=1[S:36][C:37]([F:40])([F:39])[F:38].OO.O, predict the reaction product. The product is: [C:34]([C:19]1[C:18]([S:36][C:37]([F:38])([F:40])[F:39])=[C:17]([CH3:16])[N:21]([C:22]2[C:27]([Cl:28])=[CH:26][C:25]([C:29]([F:31])([F:32])[F:30])=[CH:24][C:23]=2[Cl:33])[N:20]=1)#[N:35]. (5) Given the reactants C(OC(C1(C(OCC)=O)O[NH:7]1)=O)C.[CH2:14]([NH:16][C:17]([C@H:19]1[CH2:23][CH2:22][C@@H:21]([NH2:24])[CH2:20]1)=[O:18])[CH3:15], predict the reaction product. The product is: [CH2:14]([NH:16][C:17]([C@H:19]1[CH2:23][CH2:22][C@@H:21]([NH:24][NH2:7])[CH2:20]1)=[O:18])[CH3:15]. (6) The product is: [C:6]([C@@H:8]([NH:10][C:11]1[CH:29]=[CH:28][C:27]([N+:30]([O-:32])=[O:31])=[CH:26][C:12]=1[C:13]([NH:15][CH2:16][C:17]1[CH:25]=[CH:24][C:20]2[O:21][CH2:22][O:23][C:19]=2[CH:18]=1)=[O:14])[CH3:9])([OH:7])=[O:5]. Given the reactants C([O:5][C:6]([CH:8]([NH:10][C:11]1[CH:29]=[CH:28][C:27]([N+:30]([O-:32])=[O:31])=[CH:26][C:12]=1[C:13]([NH:15][CH2:16][C:17]1[CH:25]=[CH:24][C:20]2[O:21][CH2:22][O:23][C:19]=2[CH:18]=1)=[O:14])[CH3:9])=[O:7])(C)(C)C.FC(F)(F)C(O)=O, predict the reaction product.